Dataset: Catalyst prediction with 721,799 reactions and 888 catalyst types from USPTO. Task: Predict which catalyst facilitates the given reaction. (1) Reactant: [OH:1][C:2]1[C:11]2[C:6](=[CH:7][CH:8]=[CH:9][CH:10]=2)[N:5]=[CH:4][N:3]=1.[O:12]1[C:14]2([CH2:19][CH2:18][N:17]([C:20]([O:22][C:23]([CH3:26])([CH3:25])[CH3:24])=[O:21])[CH2:16][CH2:15]2)[CH2:13]1.C(=O)([O-])[O-].[Cs+].[Cs+]. The catalyst class is: 3. Product: [OH:12][C:14]1([CH2:13][N:3]2[C:2](=[O:1])[C:11]3[C:6](=[CH:7][CH:8]=[CH:9][CH:10]=3)[N:5]=[CH:4]2)[CH2:15][CH2:16][N:17]([C:20]([O:22][C:23]([CH3:26])([CH3:25])[CH3:24])=[O:21])[CH2:18][CH2:19]1. (2) Reactant: Cl.[Cl:2][C:3]1[C:4]([CH3:19])=[C:5]([S:9]([N:12]2[CH2:17][CH2:16][CH2:15][C@H:14]([NH2:18])[CH2:13]2)(=[O:11])=[O:10])[CH:6]=[CH:7][CH:8]=1.C(N(CC)[CH:24]([CH3:26])[CH3:25])(C)C.[Cl-].[C:30]([OH:36])(C(F)(F)F)=O.[C:37](#N)[CH3:38]. Product: [Cl:2][C:3]1[C:4]([CH3:19])=[C:5]([S:9]([N:12]2[CH2:17][CH2:16][CH2:15][C@H:14]([NH:18][C:30]([CH:25]3[CH2:24][CH2:26][CH2:38][CH2:37]3)=[O:36])[CH2:13]2)(=[O:10])=[O:11])[CH:6]=[CH:7][CH:8]=1. The catalyst class is: 16. (3) Reactant: [F:1][C:2]([F:14])([F:13])[CH2:3][C:4]([CH3:12])([CH3:11])[C:5](N(C)OC)=[O:6].[CH2:15]([Mg]Cl)[C:16]1[CH:21]=[CH:20][CH:19]=[CH:18][CH:17]=1. Product: [CH3:11][C:4]([CH3:12])([CH2:3][C:2]([F:14])([F:13])[F:1])[C:5](=[O:6])[CH2:15][C:16]1[CH:21]=[CH:20][CH:19]=[CH:18][CH:17]=1. The catalyst class is: 7. (4) Reactant: [NH2:1][CH2:2][CH2:3][CH2:4][S:5]([NH2:8])(=[O:7])=[O:6].[Cl:9][C:10]1[CH:15]=[CH:14][C:13]([C:16](=O)[C:17]2[CH:22]=[C:21]([F:23])[CH:20]=[CH:19][C:18]=2[OH:24])=[CH:12][CH:11]=1. Product: [Cl:9][C:10]1[CH:11]=[CH:12][C:13](/[C:16](=[N:1]\[CH2:2][CH2:3][CH2:4][S:5]([NH2:8])(=[O:7])=[O:6])/[C:17]2[CH:22]=[C:21]([F:23])[CH:20]=[CH:19][C:18]=2[OH:24])=[CH:14][CH:15]=1. The catalyst class is: 5. (5) Reactant: [NH2:1][CH2:2][CH2:3][O:4][CH2:5][CH2:6][N:7]1[C:19]2[C:18]3[CH:17]=[CH:16][CH:15]=[CH:14][C:13]=3[N:12]=[C:11]([NH2:20])[C:10]=2[N:9]=[C:8]1[CH2:21][CH2:22][O:23][CH3:24].C(N(CC)CC)C.[C:32](Cl)(=[O:46])[CH2:33][CH2:34][CH2:35][CH2:36][CH2:37][CH2:38][CH2:39][CH2:40][CH2:41][CH2:42][CH2:43][CH2:44][CH3:45]. Product: [NH2:20][C:11]1[C:10]2[N:9]=[C:8]([CH2:21][CH2:22][O:23][CH3:24])[N:7]([CH2:6][CH2:5][O:4][CH2:3][CH2:2][NH:1][C:32](=[O:46])[CH2:33][CH2:34][CH2:35][CH2:36][CH2:37][CH2:38][CH2:39][CH2:40][CH2:41][CH2:42][CH2:43][CH2:44][CH3:45])[C:19]=2[C:18]2[CH:17]=[CH:16][CH:15]=[CH:14][C:13]=2[N:12]=1. The catalyst class is: 4. (6) Reactant: [C:1]([O:5][C:6]([N:8]1[CH2:13][CH2:12][NH:11][CH2:10][CH2:9]1)=[O:7])([CH3:4])([CH3:3])[CH3:2].[F:14][C:15]1[CH:22]=[C:21]([N:23]2[CH2:28][CH2:27][O:26][CH2:25][CH2:24]2)[CH:20]=[CH:19][C:16]=1[CH:17]=O.C(O[BH-](OC(=O)C)OC(=O)C)(=O)C.[Na+]. Product: [F:14][C:15]1[CH:22]=[C:21]([N:23]2[CH2:24][CH2:25][O:26][CH2:27][CH2:28]2)[CH:20]=[CH:19][C:16]=1[CH2:17][N:11]1[CH2:12][CH2:13][N:8]([C:6]([O:5][C:1]([CH3:4])([CH3:2])[CH3:3])=[O:7])[CH2:9][CH2:10]1. The catalyst class is: 4.